From a dataset of Forward reaction prediction with 1.9M reactions from USPTO patents (1976-2016). Predict the product of the given reaction. Given the reactants C[O:2][C:3](=[O:20])[C:4]1[CH:9]=[C:8]([CH2:10][C:11]([F:14])([F:13])[CH3:12])[N:7]=[C:6]([NH:15][C@H:16]([CH2:18][CH3:19])[CH3:17])[CH:5]=1.[OH-].[Li+].Cl, predict the reaction product. The product is: [C@@H:16]([NH:15][C:6]1[CH:5]=[C:4]([CH:9]=[C:8]([CH2:10][C:11]([F:14])([F:13])[CH3:12])[N:7]=1)[C:3]([OH:20])=[O:2])([CH2:18][CH3:19])[CH3:17].